Dataset: Catalyst prediction with 721,799 reactions and 888 catalyst types from USPTO. Task: Predict which catalyst facilitates the given reaction. (1) Reactant: C(OC(N1CCN(C(C([NH:21][C:22]([C:24]2[CH:33]=[C:32]([O:34][CH3:35])[C:31]3[C:26](=[CH:27][CH:28]=[CH:29][CH:30]=3)[N:25]=2)=[O:23])CC2N=CNC=2)=O)CC1)=O)C.C(=O)([O-])[O-].[K+].[K+].[Na+].[I-]. Product: [NH2:21][C:22]([C:24]1[CH:33]=[C:32]([O:34][CH3:35])[C:31]2[C:26](=[CH:27][CH:28]=[CH:29][CH:30]=2)[N:25]=1)=[O:23]. The catalyst class is: 3. (2) Reactant: C([NH:11][CH2:12][C:13]1[CH:44]=[CH:43][C:16]([C:17]([NH:19][C@@H:20]([CH2:24][CH2:25][CH2:26][CH2:27][N:28]([CH2:36][C:37]2[CH:42]=[CH:41][CH:40]=[CH:39][N:38]=2)[C:29]([O:31][C:32]([CH3:35])([CH3:34])[CH3:33])=[O:30])[C:21]([OH:23])=[O:22])=[O:18])=[CH:15][CH:14]=1)(OCC1C=CC=CC=1)=O. Product: [NH2:11][CH2:12][C:13]1[CH:14]=[CH:15][C:16]([C:17]([NH:19][C@@H:20]([CH2:24][CH2:25][CH2:26][CH2:27][N:28]([CH2:36][C:37]2[CH:42]=[CH:41][CH:40]=[CH:39][N:38]=2)[C:29]([O:31][C:32]([CH3:35])([CH3:33])[CH3:34])=[O:30])[C:21]([OH:23])=[O:22])=[O:18])=[CH:43][CH:44]=1. The catalyst class is: 19.